This data is from Full USPTO retrosynthesis dataset with 1.9M reactions from patents (1976-2016). The task is: Predict the reactants needed to synthesize the given product. (1) Given the product [S:38](=[O:40])(=[O:39])([O:29][CH2:28][C@@H:20]1[C@@H:21]2[C@@H:22]([O:23][C:24]([CH3:26])([CH3:27])[O:25]2)[C@H:18]([NH:17][C:13]2[CH:12]=[C:11]([NH:10][C@@H:1]3[C:9]4[C:4](=[CH:5][CH:6]=[CH:7][CH:8]=4)[CH2:3][CH2:2]3)[N:16]=[CH:15][N:14]=2)[CH2:19]1)[NH2:41], predict the reactants needed to synthesize it. The reactants are: [C@@H:1]1([NH:10][C:11]2[N:16]=[CH:15][N:14]=[C:13]([NH:17][C@H:18]3[C@@H:22]4[O:23][C:24]([CH3:27])([CH3:26])[O:25][C@@H:21]4[C@@H:20]([CH2:28][OH:29])[CH2:19]3)[CH:12]=2)[C:9]2[C:4](=[CH:5][CH:6]=[CH:7][CH:8]=2)[CH2:3][CH2:2]1.CCN(CC)CC.Cl[S:38]([NH2:41])(=[O:40])=[O:39].C(#N)C. (2) Given the product [CH3:1][NH:2][CH2:3][C:5]1[S:6][C:7]2[CH:13]=[CH:12][CH:11]=[CH:10][C:8]=2[CH:9]=1, predict the reactants needed to synthesize it. The reactants are: [CH3:1][NH:2][C:3]([C:5]1[S:6][C:7]2[CH:13]=[CH:12][CH:11]=[CH:10][C:8]=2[CH:9]=1)=O.[H-].[H-].[H-].[H-].[Li+].[Al+3]. (3) Given the product [CH3:26][O:27][C:28](=[O:42])[C@@H:29]([NH:41][C:11](=[O:13])[CH2:10][CH2:9][S:8][C:6]1[CH:5]=[C:4]([Cl:14])[N:3]=[C:2]([NH2:1])[N:7]=1)[CH2:30][CH2:31][CH2:32][NH:33][C:34]([O:36][C:37]([CH3:38])([CH3:40])[CH3:39])=[O:35], predict the reactants needed to synthesize it. The reactants are: [NH2:1][C:2]1[N:7]=[C:6]([S:8][CH2:9][CH2:10][C:11]([OH:13])=O)[CH:5]=[C:4]([Cl:14])[N:3]=1.O.ON1C2C=CC=CC=2N=N1.[CH3:26][O:27][C:28](=[O:42])[C@@H:29]([NH2:41])[CH2:30][CH2:31][CH2:32][NH:33][C:34]([O:36][C:37]([CH3:40])([CH3:39])[CH3:38])=[O:35].Cl.C(N=C=NCCCN(C)C)C.C(N(C(C)C)CC)(C)C. (4) Given the product [C:1]([C:3]1([NH:6][C:7](=[O:34])[C@@H:8]([NH:13][C@@H:14]([C:20]2[CH:25]=[CH:24][C:23]([C:26]3[CH:31]=[CH:30][C:29]([S:63]([CH3:62])(=[O:65])=[O:64])=[CH:28][CH:27]=3)=[CH:22][CH:21]=2)[C:15]2[S:16][CH:17]=[CH:18][N:19]=2)[CH2:9][CH:10]([CH3:12])[CH3:11])[CH2:5][CH2:4]1)#[N:2], predict the reactants needed to synthesize it. The reactants are: [C:1]([C:3]1([NH:6][C:7](=[O:34])[C@@H:8]([NH:13][C@@H:14]([C:20]2[CH:25]=[CH:24][C:23]([C:26]3[CH:31]=[CH:30][C:29](F)=[CH:28][C:27]=3F)=[CH:22][CH:21]=2)[C:15]2[S:16][CH:17]=[CH:18][N:19]=2)[CH2:9][CH:10]([CH3:12])[CH3:11])[CH2:5][CH2:4]1)#[N:2].C(C1(NC(=O)[C@@H](N[C@@H](C2C=CC(Br)=CC=2)C2SC=CN=2)CC(C)C)CC1)#N.[CH3:62][S:63](C1C=CC(B(O)O)=CC=1)(=[O:65])=[O:64]. (5) Given the product [Br:1][C:2]1[CH:7]=[C:6]([NH2:15])[C:5]([N+:9]([O-:11])=[O:10])=[CH:4][N:3]=1, predict the reactants needed to synthesize it. The reactants are: [Br:1][C:2]1[CH:7]=[C:6](Br)[C:5]([N+:9]([O-:11])=[O:10])=[CH:4][N:3]=1.N.C([N:15](CC)CC)C. (6) Given the product [CH2:13]([O:8][C:6]([N:18]1[CH2:17][CH2:24][CH2:23][CH:22]1[C:26](=[O:25])[C:2]1[CH:11]=[CH:10][C:5]([C:6]([O:8][CH3:9])=[O:7])=[CH:4][CH:3]=1)=[O:7])[C:12]1[CH:14]=[CH:4][CH:3]=[CH:2][CH:11]=1, predict the reactants needed to synthesize it. The reactants are: I[C:2]1[CH:11]=[CH:10][C:5]([C:6]([O:8][CH3:9])=[O:7])=[CH:4][CH:3]=1.[CH:12]([Mg]Cl)([CH3:14])[CH3:13].[C:17]([Cu])#[N:18].[NH4+].[Cl-].[CH2:22]1[CH2:26][O:25][CH2:24][CH2:23]1.